This data is from NCI-60 drug combinations with 297,098 pairs across 59 cell lines. The task is: Regression. Given two drug SMILES strings and cell line genomic features, predict the synergy score measuring deviation from expected non-interaction effect. (1) Drug 1: CC1C(C(CC(O1)OC2CC(CC3=C2C(=C4C(=C3O)C(=O)C5=C(C4=O)C(=CC=C5)OC)O)(C(=O)C)O)N)O.Cl. Drug 2: CN(C(=O)NC(C=O)C(C(C(CO)O)O)O)N=O. Cell line: HCT116. Synergy scores: CSS=39.1, Synergy_ZIP=-0.424, Synergy_Bliss=-5.91, Synergy_Loewe=-4.49, Synergy_HSA=-4.24. (2) Drug 1: C1=C(C(=O)NC(=O)N1)F. Drug 2: C1CC(C1)(C(=O)O)C(=O)O.[NH2-].[NH2-].[Pt+2]. Cell line: NCIH23. Synergy scores: CSS=64.4, Synergy_ZIP=-14.1, Synergy_Bliss=-11.9, Synergy_Loewe=-6.37, Synergy_HSA=-4.74. (3) Drug 1: CCC1(CC2CC(C3=C(CCN(C2)C1)C4=CC=CC=C4N3)(C5=C(C=C6C(=C5)C78CCN9C7C(C=CC9)(C(C(C8N6C)(C(=O)OC)O)OC(=O)C)CC)OC)C(=O)OC)O.OS(=O)(=O)O. Drug 2: C1=CC=C(C(=C1)C(C2=CC=C(C=C2)Cl)C(Cl)Cl)Cl. Cell line: EKVX. Synergy scores: CSS=2.84, Synergy_ZIP=1.85, Synergy_Bliss=2.54, Synergy_Loewe=-8.35, Synergy_HSA=-3.44. (4) Drug 1: CNC(=O)C1=NC=CC(=C1)OC2=CC=C(C=C2)NC(=O)NC3=CC(=C(C=C3)Cl)C(F)(F)F. Cell line: MOLT-4. Synergy scores: CSS=-3.45, Synergy_ZIP=9.99, Synergy_Bliss=8.21, Synergy_Loewe=5.99, Synergy_HSA=6.36. Drug 2: CN1C2=C(C=C(C=C2)N(CCCl)CCCl)N=C1CCCC(=O)O.Cl. (5) Drug 1: CC1C(C(CC(O1)OC2CC(CC3=C2C(=C4C(=C3O)C(=O)C5=C(C4=O)C(=CC=C5)OC)O)(C(=O)C)O)N)O.Cl. Drug 2: C1C(C(OC1N2C=NC(=NC2=O)N)CO)O. Cell line: LOX IMVI. Synergy scores: CSS=18.0, Synergy_ZIP=-9.28, Synergy_Bliss=-8.47, Synergy_Loewe=-5.66, Synergy_HSA=-4.66. (6) Drug 1: CC1C(C(CC(O1)OC2CC(OC(C2O)C)OC3=CC4=CC5=C(C(=O)C(C(C5)C(C(=O)C(C(C)O)O)OC)OC6CC(C(C(O6)C)O)OC7CC(C(C(O7)C)O)OC8CC(C(C(O8)C)O)(C)O)C(=C4C(=C3C)O)O)O)O. Drug 2: CC1=C(C(=O)C2=C(C1=O)N3CC4C(C3(C2COC(=O)N)OC)N4)N. Cell line: OVCAR-4. Synergy scores: CSS=11.0, Synergy_ZIP=-1.04, Synergy_Bliss=-1.17, Synergy_Loewe=-1.67, Synergy_HSA=-0.244. (7) Drug 1: C1CCC(C1)C(CC#N)N2C=C(C=N2)C3=C4C=CNC4=NC=N3. Drug 2: CCC1(C2=C(COC1=O)C(=O)N3CC4=CC5=C(C=CC(=C5CN(C)C)O)N=C4C3=C2)O.Cl. Cell line: HOP-92. Synergy scores: CSS=18.1, Synergy_ZIP=-7.92, Synergy_Bliss=-2.79, Synergy_Loewe=-12.2, Synergy_HSA=-1.44.